This data is from HIV replication inhibition screening data with 41,000+ compounds from the AIDS Antiviral Screen. The task is: Binary Classification. Given a drug SMILES string, predict its activity (active/inactive) in a high-throughput screening assay against a specified biological target. (1) The compound is CC(C)(C)OC(=O)NC(Cc1ccccc1)C(=S)N1CCCC1. The result is 1 (active). (2) The compound is CC1COS(=O)N1c1ccccc1. The result is 0 (inactive). (3) The drug is COc1c(OC)c(OC)c2c(=O)cc(-c3ccc(OC(C)C)cc3)oc2c1OC. The result is 0 (inactive).